Predict the product of the given reaction. From a dataset of Forward reaction prediction with 1.9M reactions from USPTO patents (1976-2016). (1) Given the reactants [F:1][C:2]1[CH:24]=[C:23]([N+:25]([O-])=O)[CH:22]=[CH:21][C:3]=1[O:4][C:5]1[CH:10]=[CH:9][N:8]=[C:7]2[CH:11]=[C:12]([CH:14]=[CH:15][CH2:16][CH2:17][N:18]([CH3:20])[CH3:19])[S:13][C:6]=12.[NH4+].[Cl-].O, predict the reaction product. The product is: [CH3:20][N:18]([CH3:19])[CH2:17][CH2:16]/[CH:15]=[CH:14]\[C:12]1[S:13][C:6]2[C:7](=[N:8][CH:9]=[CH:10][C:5]=2[O:4][C:3]2[CH:21]=[CH:22][C:23]([NH2:25])=[CH:24][C:2]=2[F:1])[CH:11]=1. (2) Given the reactants [Br:1][C:2]1[CH:7]=[CH:6][C:5]([NH2:8])=[C:4]([NH2:9])[CH:3]=1.[N:10]#[C:11]Br, predict the reaction product. The product is: [Br:1][C:2]1[CH:7]=[CH:6][C:5]2[N:8]=[C:11]([NH2:10])[NH:9][C:4]=2[CH:3]=1.